Predict the reaction yield, written as a fraction of the theoretical maximum amount of product (1.0 means a 100% yield; for example, 0.34 means a 34% yield). From a dataset of Reaction yield outcomes from USPTO patents with 853,638 reactions. (1) The reactants are [CH3:1][O:2][C:3]([C:5]1[CH:13]=[C:12]2[C:8]([CH:9]=[CH:10][NH:11]2)=[CH:7][CH:6]=1)=[O:4].CS(O[CH2:19][C:20]1[CH:21]=[N:22][C:23]([O:26][CH3:27])=[CH:24][CH:25]=1)(=O)=O.[H-].[Na+]. The catalyst is CN(C=O)C.C(OCC)(=O)C. The product is [CH3:27][O:26][C:23]1[N:22]=[CH:21][C:20]([CH2:19][N:11]2[C:12]3[C:8](=[CH:7][CH:6]=[C:5]([C:3]([O:2][CH3:1])=[O:4])[CH:13]=3)[CH:9]=[CH:10]2)=[CH:25][CH:24]=1. The yield is 0.750. (2) The reactants are Cl[C:2]1[C:3]2[N:10]([CH3:11])[CH:9]=[CH:8][C:4]=2[N:5]=[CH:6][N:7]=1.[NH2:12][C:13]1[CH:18]=[CH:17][C:16]([OH:19])=[CH:15][CH:14]=1.C(=O)([O-])[O-].[K+].[K+].CN1CCCC1=O. The catalyst is O. The product is [CH3:11][N:10]1[C:3]2[C:2]([O:19][C:16]3[CH:17]=[CH:18][C:13]([NH2:12])=[CH:14][CH:15]=3)=[N:7][CH:6]=[N:5][C:4]=2[CH:8]=[CH:9]1. The yield is 0.600. (3) The reactants are [F:1][C:2]1[CH:7]=[CH:6][C:5]([C:8]2[N:9]=[C:10]([NH2:22])[N:11]=[N:12][C:13]=2[C:14]2[CH:19]=[C:18]([CH3:20])[N:17]=[C:16](Cl)[CH:15]=2)=[CH:4][CH:3]=1.[NH:23]1[CH2:26][CH2:25][CH2:24]1. No catalyst specified. The product is [N:23]1([C:16]2[CH:15]=[C:14]([C:13]3[N:12]=[N:11][C:10]([NH2:22])=[N:9][C:8]=3[C:5]3[CH:6]=[CH:7][C:2]([F:1])=[CH:3][CH:4]=3)[CH:19]=[C:18]([CH3:20])[N:17]=2)[CH2:26][CH2:25][CH2:24]1. The yield is 0.0400. (4) The reactants are [NH2:1][C:2]1[N:7]=[C:6](Cl)[CH:5]=[C:4]([CH:9]2[CH2:13][CH2:12][CH2:11][CH2:10]2)[N:3]=1.[CH3:14][N:15]1[CH2:20][CH2:19][NH:18][CH2:17][CH2:16]1. The catalyst is CCO. The product is [CH:9]1([C:4]2[CH:5]=[C:6]([N:18]3[CH2:19][CH2:20][N:15]([CH3:14])[CH2:16][CH2:17]3)[N:7]=[C:2]([NH2:1])[N:3]=2)[CH2:13][CH2:12][CH2:11][CH2:10]1. The yield is 0.660. (5) The reactants are [Si]([O:8][C@H:9]1[C@H:15]2[CH2:16][N:11]([C:12]3[CH:29]=[CH:28][C:27]([C:30]4[CH:35]=[CH:34][CH:33]=[C:32]([Cl:36])[CH:31]=4)=[N:26][C:13]=3[N:14]2[C:17]([NH:19][C:20]2[CH:25]=[CH:24][CH:23]=[CH:22][N:21]=2)=[O:18])[CH2:10]1)(C(C)(C)C)(C)C. The catalyst is C1COCC1.Cl. The product is [Cl:36][C:32]1[CH:31]=[C:30]([C:27]2[CH:28]=[CH:29][C:12]3[N:11]4[CH2:16][C@H:15]([C@H:9]([OH:8])[CH2:10]4)[N:14]([C:17]([NH:19][C:20]4[CH:25]=[CH:24][CH:23]=[CH:22][N:21]=4)=[O:18])[C:13]=3[N:26]=2)[CH:35]=[CH:34][CH:33]=1. The yield is 0.390. (6) The reactants are [Br:1][C:2]1[CH:11]=[N:10][CH:9]=[C:8]2[C:3]=1[CH:4]=[C:5]([C:12]([OH:14])=O)[CH:6]=[N:7]2.Cl.[CH3:16][S:17]([CH2:20][CH2:21][NH2:22])(=[O:19])=[O:18].C(N(CC)CC)C. The catalyst is ClCCl.CN(C)C=O. The product is [Br:1][C:2]1[CH:11]=[N:10][CH:9]=[C:8]2[C:3]=1[CH:4]=[C:5]([C:12]([NH:22][CH2:21][CH2:20][S:17]([CH3:16])(=[O:19])=[O:18])=[O:14])[CH:6]=[N:7]2. The yield is 0.660. (7) The reactants are [Br:1][C:2]1[S:6][C:5]([C:7](Cl)=[O:8])=[CH:4][CH:3]=1.[CH3:10][O:11][C:12]1[CH:13]=[C:14]([CH:20]=[CH:21][CH:22]=1)[CH2:15][NH:16][CH:17]1[CH2:19][CH2:18]1.C(N(CC)CC)C. The catalyst is C(Cl)Cl. The product is [Br:1][C:2]1[S:6][C:5]([C:7]([N:16]([CH:17]2[CH2:19][CH2:18]2)[CH2:15][C:14]2[CH:20]=[CH:21][CH:22]=[C:12]([O:11][CH3:10])[CH:13]=2)=[O:8])=[CH:4][CH:3]=1. The yield is 0.410. (8) The reactants are [C:1]([O:5][C:6](=[O:35])[NH:7][C@H:8]([CH2:25][C:26]1[CH:31]=[C:30]([F:32])[C:29]([F:33])=[CH:28][C:27]=1[F:34])[CH2:9][C:10](=[O:24])[N:11]1[CH2:16][CH2:15][N:14]2[C:17]([C:20]([F:23])([F:22])[F:21])=[N:18][CH:19]=[C:13]2[CH2:12]1)([CH3:4])([CH3:3])[CH3:2].[Br:36]N1C(=O)CCC1=O.C(=O)([O-])[O-].[K+].[K+].C(OC(OC(C)(C)C)=O)(OC(C)(C)C)=O. The product is [C:1]([O:5][C:6](=[O:35])[NH:7][C@H:8]([CH2:25][C:26]1[CH:31]=[C:30]([F:32])[C:29]([F:33])=[CH:28][C:27]=1[F:34])[CH2:9][C:10](=[O:24])[N:11]1[CH2:16][CH2:15][N:14]2[C:17]([C:20]([F:22])([F:21])[F:23])=[N:18][C:19]([Br:36])=[C:13]2[CH2:12]1)([CH3:4])([CH3:2])[CH3:3]. The yield is 0.860. The catalyst is C(O)C.